Dataset: Forward reaction prediction with 1.9M reactions from USPTO patents (1976-2016). Task: Predict the product of the given reaction. (1) Given the reactants [Cl:1][C:2]1[CH:30]=[CH:29][C:5]([CH2:6][CH:7]2[C:16]3[C:11](=[CH:12][CH:13]=[C:14]([O:17][CH:18]([F:20])[F:19])[CH:15]=3)[CH2:10][CH2:9][CH:8]2[NH:21]C(=O)OC(C)(C)C)=[CH:4][CH:3]=1.Cl, predict the reaction product. The product is: [ClH:1].[Cl:1][C:2]1[CH:30]=[CH:29][C:5]([CH2:6][CH:7]2[C:16]3[C:11](=[CH:12][CH:13]=[C:14]([O:17][CH:18]([F:20])[F:19])[CH:15]=3)[CH2:10][CH2:9][CH:8]2[NH2:21])=[CH:4][CH:3]=1. (2) Given the reactants [CH:1]1[C:9]2[C:8]3[CH:10]=[CH:11][CH:12]=[CH:13][C:7]=3[S:6][C:5]=2[C:4]([C:14]2[CH:15]=[C:16](B(O)O)[CH:17]=[CH:18][CH:19]=2)=[CH:3][CH:2]=1.I[C:24]1[CH:25]=[C:26]([Br:30])[CH:27]=[CH:28][CH:29]=1.CC1C=CC=CC=1P(C1C=CC=CC=1C)C1C=CC=CC=1C.C(=O)([O-])[O-].[K+].[K+], predict the reaction product. The product is: [Br:30][C:26]1[CH:25]=[C:24]([C:16]2[CH:17]=[CH:18][CH:19]=[C:14]([C:4]3[C:5]4[S:6][C:7]5[CH:13]=[CH:12][CH:11]=[CH:10][C:8]=5[C:9]=4[CH:1]=[CH:2][CH:3]=3)[CH:15]=2)[CH:29]=[CH:28][CH:27]=1. (3) Given the reactants [Cl:1][C:2]1[CH:7]=[CH:6][C:5]([CH:8]([NH:14][C:15]2[CH:20]=[C:19]([CH3:21])[C:18](=[O:22])[N:17]([CH3:23])[CH:16]=2)[C:9]([O:11][CH2:12][CH3:13])=[O:10])=[CH:4][CH:3]=1.[O:24]=[C:25]([CH3:34])[CH2:26][C:27](=[O:33])SC(C)(C)C, predict the reaction product. The product is: [Cl:1][C:2]1[CH:7]=[CH:6][C:5]([CH:8]([N:14]([C:15]2[CH:20]=[C:19]([CH3:21])[C:18](=[O:22])[N:17]([CH3:23])[CH:16]=2)[C:27](=[O:33])[CH2:26][C:25](=[O:24])[CH3:34])[C:9]([O:11][CH2:12][CH3:13])=[O:10])=[CH:4][CH:3]=1. (4) Given the reactants C(O)(C(F)(F)F)=O.[CH3:8][O:9][C:10]1[CH:11]=[C:12](N2CCC(C(OC)=O)CC2)[CH:13]=[CH:14][C:15]=1[N+:16]([O-])=O.OC(C(F)(F)F)=O.[O:36]1[CH2:41][CH2:40][N:39]([CH2:42][C:43]2([OH:49])[CH2:48][CH2:47][NH:46][CH2:45][CH2:44]2)[CH2:38][CH2:37]1, predict the reaction product. The product is: [NH2:16][C:15]1[CH:14]=[CH:13][C:12]([N:46]2[CH2:47][CH2:48][C:43]([CH2:42][N:39]3[CH2:38][CH2:37][O:36][CH2:41][CH2:40]3)([OH:49])[CH2:44][CH2:45]2)=[CH:11][C:10]=1[O:9][CH3:8]. (5) Given the reactants Br[C:2]1[N:7]=[CH:6][C:5]([CH2:8][NH:9][C:10]([C:12]2[C:13]3[CH:20]=[N:19][N:18]([C:21]4[CH:26]=[CH:25][C:24]([F:27])=[CH:23][CH:22]=4)[C:14]=3[CH:15]=[N:16][CH:17]=2)=[O:11])=[CH:4][CH:3]=1.[CH3:28][O:29][C:30](=[O:36])[CH2:31][CH2:32][S:33]([O-:35])=[O:34].[Na+].CCOC(C)=O.[Br-], predict the reaction product. The product is: [CH3:28][O:29][C:30](=[O:36])[CH2:31][CH2:32][S:33]([C:2]1[CH:3]=[CH:4][C:5]([CH2:8][NH:9][C:10]([C:12]2[C:13]3[CH:20]=[N:19][N:18]([C:21]4[CH:26]=[CH:25][C:24]([F:27])=[CH:23][CH:22]=4)[C:14]=3[CH:15]=[N:16][CH:17]=2)=[O:11])=[CH:6][N:7]=1)(=[O:35])=[O:34]. (6) Given the reactants C[Al](C)C.[Cl-:5].[NH4+:6].[CH3:7][S:8]([C:11]1[CH:18]=[CH:17][C:14]([C:15]#[N:16])=[CH:13][CH:12]=1)(=[O:10])=[O:9].CO[C:21]([CH:23]1[CH2:27][CH2:26][CH2:25][C:24]1=O)=O.C([O-])([O-])=O.[K+].[K+], predict the reaction product. The product is: [Cl:5][C:21]1[C:23]2[CH2:27][CH2:26][CH2:25][C:24]=2[N:6]=[C:15]([C:14]2[CH:17]=[CH:18][C:11]([S:8]([CH3:7])(=[O:9])=[O:10])=[CH:12][CH:13]=2)[N:16]=1.